Task: Predict the reaction yield, written as a fraction of the theoretical maximum amount of product (1.0 means a 100% yield; for example, 0.34 means a 34% yield).. Dataset: Reaction yield outcomes from USPTO patents with 853,638 reactions (1) The reactants are [N+:1]([O-:4])(O)=[O:2].[F:5][C:6]1[CH:7]=[CH:8][C:9]([OH:12])=[N:10][CH:11]=1.O. The catalyst is S(=O)(=O)(O)O. The product is [F:5][C:6]1[CH:7]=[C:8]([N+:1]([O-:4])=[O:2])[C:9]([OH:12])=[N:10][CH:11]=1. The yield is 0.600. (2) The reactants are [CH3:1][C:2]1[CH:7]=[CH:6][C:5](B(O)O)=[CH:4][CH:3]=1.Cl[C:12]1[C:21]2[C:16](=[CH:17][CH:18]=[CH:19][CH:20]=2)[CH:15]=[CH:14][N:13]=1.C1(C)C=CC=CC=1.C(=O)([O-])[O-].[Na+].[Na+]. The catalyst is [Pd].C1(P(C2C=CC=CC=2)C2C=CC=CC=2)C=CC=CC=1.C1(P(C2C=CC=CC=2)C2C=CC=CC=2)C=CC=CC=1.C1(P(C2C=CC=CC=2)C2C=CC=CC=2)C=CC=CC=1.C1(P(C2C=CC=CC=2)C2C=CC=CC=2)C=CC=CC=1.C(O)C. The product is [CH3:1][C:2]1[CH:7]=[CH:6][C:5]([C:12]2[C:21]3[C:16](=[CH:17][CH:18]=[CH:19][CH:20]=3)[CH:15]=[CH:14][N:13]=2)=[CH:4][CH:3]=1. The yield is 0.511.